Predict the product of the given reaction. From a dataset of Forward reaction prediction with 1.9M reactions from USPTO patents (1976-2016). (1) Given the reactants [CH:1]1([NH:4][C:5]([C:7]2[CH:8]=[CH:9][C:10]([CH3:31])=[C:11]([NH:13][C:14](=[O:30])[C:15]3[CH:20]=[CH:19][C:18]([O:21][CH2:22][C:23]4[CH:28]=[CH:27][CH:26]=[CH:25][N:24]=4)=[C:17]([F:29])[CH:16]=3)[CH:12]=2)=[O:6])[CH2:3][CH2:2]1.[BrH:32], predict the reaction product. The product is: [BrH:32].[CH:1]1([NH:4][C:5]([C:7]2[CH:8]=[CH:9][C:10]([CH3:31])=[C:11]([NH:13][C:14](=[O:30])[C:15]3[CH:20]=[CH:19][C:18]([O:21][CH2:22][C:23]4[CH:28]=[CH:27][CH:26]=[CH:25][N:24]=4)=[C:17]([F:29])[CH:16]=3)[CH:12]=2)=[O:6])[CH2:2][CH2:3]1. (2) Given the reactants Cl[C:2]1[N:7]=[C:6]2[N:8]=[C:9]([NH:12][C:13]([NH:15][CH2:16][CH3:17])=[O:14])[CH:10]=[CH:11][C:5]2=[N:4][CH:3]=1.[CH:18]1([CH:24]=[CH:25]B(O)O)[CH2:23][CH2:22][CH2:21][CH2:20][CH2:19]1.C(=O)([O-])[O-].[Na+].[Na+].O, predict the reaction product. The product is: [CH:18]1(/[CH:24]=[CH:25]/[C:2]2[N:7]=[C:6]3[N:8]=[C:9]([NH:12][C:13]([NH:15][CH2:16][CH3:17])=[O:14])[CH:10]=[CH:11][C:5]3=[N:4][CH:3]=2)[CH2:23][CH2:22][CH2:21][CH2:20][CH2:19]1. (3) Given the reactants [CH3:1][C:2]([CH3:33])([O:4][C:5]([N:7]1[CH2:12][CH2:11][CH:10]([CH2:13][C:14]2[C:15]([C:27]3[CH:32]=[CH:31][CH:30]=[CH:29][CH:28]=3)=[N:16][C:17]3[C:22]([C:23]=2[C:24]([OH:26])=O)=[CH:21][CH:20]=[CH:19][CH:18]=3)[CH2:9][CH2:8]1)=[O:6])[CH3:3].[C:34]1([N:40]([C:42]2[CH:47]=[CH:46][CH:45]=[CH:44][CH:43]=2)[NH2:41])[CH:39]=[CH:38][CH:37]=[CH:36][CH:35]=1, predict the reaction product. The product is: [C:27]1([C:15]2[C:14]([CH2:13][CH:10]3[CH2:11][CH2:12][N:7]([C:5]([O:4][C:2]([CH3:1])([CH3:33])[CH3:3])=[O:6])[CH2:8][CH2:9]3)=[C:23]([C:24]([NH:41][N:40]([C:42]3[CH:43]=[CH:44][CH:45]=[CH:46][CH:47]=3)[C:34]3[CH:39]=[CH:38][CH:37]=[CH:36][CH:35]=3)=[O:26])[C:22]3[C:17](=[CH:18][CH:19]=[CH:20][CH:21]=3)[N:16]=2)[CH:28]=[CH:29][CH:30]=[CH:31][CH:32]=1.